From a dataset of Forward reaction prediction with 1.9M reactions from USPTO patents (1976-2016). Predict the product of the given reaction. (1) Given the reactants C(O[C:14]1[CH:44]=[CH:43][C:17]([C:18]([O:20][C:21]2[CH:26]=[CH:25][C:24]([C:27]3[CH:32]=[CH:31][C:30]([O:33][C@H:34]([CH3:39])[CH2:35][CH2:36][CH:37]=[CH2:38])=[C:29]([N+:40]([O-:42])=[O:41])[CH:28]=3)=[CH:23][CH:22]=2)=[O:19])=[CH:16][CH:15]=1)CCCCCCCCCCC.[CH3:45][SiH:46]([CH3:52])[O:47][Si:48]([CH3:51])([CH3:50])[CH3:49], predict the reaction product. The product is: [CH2:32]([C:14]1[CH:15]=[CH:16][C:17]([C:18]([O:20][C:21]2[CH:26]=[CH:25][C:24]([C:27]3[CH:32]=[CH:31][C:30]([O:33][C@@H:34]([CH3:39])[CH2:35][CH2:36][CH2:37][CH2:38][Si:46]([CH3:52])([CH3:45])[O:47][Si:48]([CH3:51])([CH3:50])[CH3:49])=[C:29]([N+:40]([O-:42])=[O:41])[CH:28]=3)=[CH:23][CH:22]=2)=[O:19])=[CH:43][CH:44]=1)[CH2:31][CH2:30][CH2:29][CH2:28][CH2:27][CH2:24][CH2:23][CH2:22][CH2:21][CH2:26][CH3:25]. (2) Given the reactants [CH3:1][O:2][CH2:3][CH2:4][N:5]1[CH2:11][CH2:10][C:9]2[CH:12]=[C:13]([NH2:16])[CH:14]=[CH:15][C:8]=2[CH2:7][CH2:6]1.Cl[C:18]1[N:23]=[C:22]([NH:24][C:25]2[C:30]([O:31][CH:32]3[CH2:37][CH2:36][O:35][CH2:34][CH2:33]3)=[CH:29][CH:28]=[CH:27][C:26]=2[F:38])[C:21]([Cl:39])=[CH:20][N:19]=1, predict the reaction product. The product is: [Cl:39][C:21]1[C:22]([NH:24][C:25]2[C:30]([O:31][CH:32]3[CH2:33][CH2:34][O:35][CH2:36][CH2:37]3)=[CH:29][CH:28]=[CH:27][C:26]=2[F:38])=[N:23][C:18]([NH:16][C:13]2[CH:14]=[CH:15][C:8]3[CH2:7][CH2:6][N:5]([CH2:4][CH2:3][O:2][CH3:1])[CH2:11][CH2:10][C:9]=3[CH:12]=2)=[N:19][CH:20]=1. (3) Given the reactants [Cl:1][C:2]1[CH:7]=[CH:6][C:5]([C:8]([C:10]2[CH:15]=[CH:14][CH:13]=[CH:12][C:11]=2[C:16]2[C:17]([CH:22](O)[CH3:23])=[N:18][O:19][C:20]=2[CH3:21])=[O:9])=[CH:4][CH:3]=1.CCN(CC)CC.CS(Cl)(=O)=O.[N-:37]=[N+:38]=[N-:39].[Na+], predict the reaction product. The product is: [N:37]([CH:22]([C:17]1[C:16]([C:11]2[CH:12]=[CH:13][CH:14]=[CH:15][C:10]=2[C:8]([C:5]2[CH:6]=[CH:7][C:2]([Cl:1])=[CH:3][CH:4]=2)=[O:9])=[C:20]([CH3:21])[O:19][N:18]=1)[CH3:23])=[N+:38]=[N-:39]. (4) Given the reactants [CH3:1][C:2]1[CH:11]=[CH:10][C:9]2[C:4](=[CH:5][CH:6]=[CH:7][C:8]=2[N:12]2[CH2:17][CH2:16][NH:15][CH2:14][CH2:13]2)[N:3]=1.[O:18](C(OC(C)(C)C)=O)[C:19]([O:21][C:22]([CH3:25])([CH3:24])[CH3:23])=O.O, predict the reaction product. The product is: [CH3:1][C:2]1[CH:11]=[CH:10][C:9]2[C:4](=[CH:5][CH:6]=[CH:7][C:8]=2[N:12]2[CH2:17][CH2:16][N:15]([C:19]([O:21][C:22]([CH3:25])([CH3:24])[CH3:23])=[O:18])[CH2:14][CH2:13]2)[N:3]=1. (5) Given the reactants [C:1]1([CH3:12])[CH:6]=[CH:5][C:4]([O:7][CH2:8][C:9](O)=[O:10])=[CH:3][CH:2]=1.C1(=S)C=CC=CC1[Cl:19], predict the reaction product. The product is: [C:1]1([CH3:12])[CH:6]=[CH:5][C:4]([O:7][CH2:8][C:9]([Cl:19])=[O:10])=[CH:3][CH:2]=1. (6) Given the reactants [CH2:1]([NH:3][CH2:4][CH3:5])[CH3:2].[CH3:6][O:7][C:8]1[CH:16]=[CH:15][CH:14]=[CH:13][C:9]=1[C:10](Cl)=[O:11], predict the reaction product. The product is: [CH3:6][O:7][C:8]1[CH:16]=[CH:15][CH:14]=[CH:13][C:9]=1[C:10]([N:3]([CH2:4][CH3:5])[CH2:1][CH3:2])=[O:11]. (7) Given the reactants [BH4-].[Na+].[CH3:3][C:4]([O:7][C:8]([NH:10][C@H:11]([C:23]([NH:25][CH3:26])=S)[CH2:12][C:13](OCC1C=CC=CC=1)=[O:14])=[O:9])([CH3:6])[CH3:5], predict the reaction product. The product is: [CH3:26][N:25]1[C:13](=[O:14])[CH2:12][C@H:11]([NH:10][C:8](=[O:9])[O:7][C:4]([CH3:6])([CH3:5])[CH3:3])[CH2:23]1. (8) Given the reactants [C:1]1([C:7]2[S:8][CH:9]=[C:10]([C:12](=[O:14])[CH3:13])[N:11]=2)[CH:6]=[CH:5][CH:4]=[CH:3][CH:2]=1.[BH4-].[Na+].CO.CC(OCC1C2C(=CC=CC=2)C(COC(C)=O)=C2C=1C=CC=C2)=O, predict the reaction product. The product is: [C:1]1([C:7]2[S:8][CH:9]=[C:10]([CH:12]([OH:14])[CH3:13])[N:11]=2)[CH:2]=[CH:3][CH:4]=[CH:5][CH:6]=1.